Task: Predict the reaction yield, written as a fraction of the theoretical maximum amount of product (1.0 means a 100% yield; for example, 0.34 means a 34% yield).. Dataset: Reaction yield outcomes from USPTO patents with 853,638 reactions (1) The reactants are [C:1]12([OH:11])[CH2:10][CH:5]3[CH2:6][CH:7]([CH2:9][CH:3]([CH2:4]3)[CH2:2]1)[CH2:8]2.[O-]S([O-])(=S)=O.[Na+].[Na+].C([O-])(O)=O.[Na+].C12(O)CC3CC(CC(O)(C3)C1)C2. The catalyst is CC#N.C(Cl)(Cl)(Cl)Cl.O.C1C=CC=CC=1.N1C=CC=CC=1.O. The product is [CH2:10]=[C:5]1[CH2:4][CH:3]2[CH2:9][CH:7]([CH2:8][C:1](=[O:11])[CH2:2]2)[CH2:6]1. The yield is 0.500. (2) The reactants are [Cl:1][C:2]1[N:7]=[CH:6][C:5]([C:8]([OH:10])=[O:9])=[C:4]([C:11]2[CH:12]=[N:13][C:14]([C:17]([F:20])([F:19])[F:18])=[CH:15][CH:16]=2)[CH:3]=1.S(Cl)(Cl)=O.Cl[CH2:26]Cl. No catalyst specified. The product is [Cl:1][C:2]1[N:7]=[CH:6][C:5]([C:8]([O:10][CH3:26])=[O:9])=[C:4]([C:11]2[CH:12]=[N:13][C:14]([C:17]([F:19])([F:20])[F:18])=[CH:15][CH:16]=2)[CH:3]=1. The yield is 0.290. (3) The reactants are [CH3:1][O:2][C:3]1[CH:8]=[CH:7][C:6]([S:9](Cl)(=[O:11])=[O:10])=[CH:5][CH:4]=1.[CH3:13][NH2:14]. The catalyst is ClCCl. The product is [CH3:1][O:2][C:3]1[CH:8]=[CH:7][C:6]([S:9]([NH:14][CH3:13])(=[O:11])=[O:10])=[CH:5][CH:4]=1. The yield is 1.00. (4) The catalyst is CN(C=O)C. The reactants are [NH:1]1[CH:5]=[CH:4][N:3]=[C:2]1[CH:6]=[O:7].C(N(CC)C(C)C)(C)C.[C:17](Cl)([C:30]1[CH:35]=[CH:34][CH:33]=[CH:32][CH:31]=1)([C:24]1[CH:29]=[CH:28][CH:27]=[CH:26][CH:25]=1)[C:18]1[CH:23]=[CH:22][CH:21]=[CH:20][CH:19]=1. The yield is 0.460. The product is [C:17]([N:1]1[CH:5]=[CH:4][N:3]=[C:2]1[CH:6]=[O:7])([C:18]1[CH:23]=[CH:22][CH:21]=[CH:20][CH:19]=1)([C:30]1[CH:31]=[CH:32][CH:33]=[CH:34][CH:35]=1)[C:24]1[CH:25]=[CH:26][CH:27]=[CH:28][CH:29]=1. (5) The reactants are [N+:1]([C:4]1[CH:5]=[CH:6][C:7]2[N:12]=[C:11]([C:13]3[CH:18]=[CH:17][C:16]([C:19]([CH3:22])([CH3:21])[CH3:20])=[CH:15][CH:14]=3)[O:10][C:9](=[O:23])[C:8]=2[CH:24]=1)([O-:3])=[O:2].[CH3:25][O:26][C:27]1[CH:32]=[CH:31][C:30]([NH2:33])=[CH:29][CH:28]=1. The catalyst is CN(C)C=O. The product is [C:19]([C:16]1[CH:17]=[CH:18][C:13]([C:11]([NH:12][C:7]2[CH:6]=[CH:5][C:4]([N+:1]([O-:3])=[O:2])=[CH:24][C:8]=2[C:9]([NH:33][C:30]2[CH:31]=[CH:32][C:27]([O:26][CH3:25])=[CH:28][CH:29]=2)=[O:23])=[O:10])=[CH:14][CH:15]=1)([CH3:20])([CH3:22])[CH3:21]. The yield is 0.140. (6) The catalyst is C(OCC)(=O)C.[Pd]. The reactants are [CH3:1][C:2]1[CH:7]=[C:6]([CH3:8])[N:5]=[C:4]([NH:9][C:10]2[CH:15]=[CH:14][C:13]([CH2:16][CH2:17][OH:18])=[CH:12][CH:11]=2)[C:3]=1[N+:19]([O-])=O. The yield is 0.920. The product is [NH2:19][C:3]1[C:4]([NH:9][C:10]2[CH:15]=[CH:14][C:13]([CH2:16][CH2:17][OH:18])=[CH:12][CH:11]=2)=[N:5][C:6]([CH3:8])=[CH:7][C:2]=1[CH3:1].